Task: Predict the reactants needed to synthesize the given product.. Dataset: Full USPTO retrosynthesis dataset with 1.9M reactions from patents (1976-2016) (1) Given the product [Cl:31][C:28]1[CH:29]=[CH:30][C:25]([C:22]2[S:23][CH:24]=[C:20]([CH2:19][S:18][C:4]3[C:5]([C:16]#[N:17])=[C:6]([N:10]4[CH2:15][CH2:14][CH2:13][CH2:12][CH2:11]4)[C:7]([C:8]#[N:9])=[C:2]([OH:35])[N:3]=3)[N:21]=2)=[CH:26][CH:27]=1, predict the reactants needed to synthesize it. The reactants are: Cl[C:2]1[C:7]([C:8]#[N:9])=[C:6]([N:10]2[CH2:15][CH2:14][CH2:13][CH2:12][CH2:11]2)[C:5]([C:16]#[N:17])=[C:4]([S:18][CH2:19][C:20]2[N:21]=[C:22]([C:25]3[CH:30]=[CH:29][C:28]([Cl:31])=[CH:27][CH:26]=3)[S:23][CH:24]=2)[N:3]=1.CC(C)([O-:35])C.[K+].C(OC)(=O)CO. (2) Given the product [CH3:25][C:26]1[CH:27]=[C:28]([NH:29][C:21]([C:20]2[CH:24]=[C:16]([N:14]3[CH2:15][C@@H:10]4[CH2:9][N:8]([C:6]([O:5][C:1]([CH3:4])([CH3:2])[CH3:3])=[O:7])[CH2:12][C@@H:11]4[CH2:13]3)[CH:17]=[N:18][CH:19]=2)=[O:22])[CH:30]=[C:31]([CH3:33])[CH:32]=1, predict the reactants needed to synthesize it. The reactants are: [C:1]([O:5][C:6]([N:8]1[CH2:12][C@H:11]2[CH2:13][N:14]([C:16]3[CH:17]=[N:18][CH:19]=[C:20]([CH:24]=3)[C:21](O)=[O:22])[CH2:15][C@H:10]2[CH2:9]1)=[O:7])([CH3:4])([CH3:3])[CH3:2].[CH3:25][C:26]1[CH:27]=[C:28]([CH:30]=[C:31]([CH3:33])[CH:32]=1)[NH2:29]. (3) Given the product [Cl:8][C:7]1[N:6]=[CH:5][C:4]([C:9]2[CH:17]=[C:16]3[C:12]([CH:13]=[N:14][NH:15]3)=[C:11]([NH:24][C:25]([C:27]3[N:28]=[C:29]([CH3:32])[S:30][CH:31]=3)=[O:26])[CH:10]=2)=[CH:3][C:2]=1[NH:1][S:36]([CH:33]1[CH2:35][CH2:34]1)(=[O:38])=[O:37], predict the reactants needed to synthesize it. The reactants are: [NH2:1][C:2]1[CH:3]=[C:4]([C:9]2[CH:10]=[C:11]([NH:24][C:25]([C:27]3[N:28]=[C:29]([CH3:32])[S:30][CH:31]=3)=[O:26])[C:12]3[C:16]([CH:17]=2)=[N:15][N:14](C2CCCCO2)[CH:13]=3)[CH:5]=[N:6][C:7]=1[Cl:8].[CH:33]1([S:36](Cl)(=[O:38])=[O:37])[CH2:35][CH2:34]1.Cl.C(Cl)Cl. (4) Given the product [CH3:19][C:2]1([CH3:20])[C:3](=[O:4])[NH:5][C:6]2[S:7][CH:8]=[CH:9][C:10]=2[C:11]([C:12]2[CH:17]=[CH:16][CH:15]=[CH:14][CH:13]=2)=[N:1]1, predict the reactants needed to synthesize it. The reactants are: [NH2:1][C:2]([CH3:20])([CH3:19])[C:3]([NH:5][C:6]1[S:7][CH:8]=[CH:9][C:10]=1[C:11](=O)[C:12]1[CH:17]=[CH:16][CH:15]=[CH:14][CH:13]=1)=[O:4].C(O)(=O)C. (5) Given the product [CH:1](/[S:9]([NH:21][C:18]1[CH:19]=[CH:20][C:15]([S:13](=[O:22])(=[O:14])[NH2:23])=[CH:16][CH:17]=1)(=[O:11])=[O:10])=[CH:2]\[C:3]1[CH:8]=[CH:7][CH:6]=[CH:5][CH:4]=1, predict the reactants needed to synthesize it. The reactants are: [CH:1](/[S:9](Cl)(=[O:11])=[O:10])=[CH:2]\[C:3]1[CH:8]=[CH:7][CH:6]=[CH:5][CH:4]=1.[S:13]([NH2:23])(=[O:22])([C:15]1[CH:20]=[CH:19][C:18]([NH2:21])=[CH:17][CH:16]=1)=[O:14]. (6) Given the product [Br:3][C:4]1[S:5][C:6]([CH2:9][O:10][CH3:11])=[CH:7][N:8]=1, predict the reactants needed to synthesize it. The reactants are: N#N.[Br:3][C:4]1[S:5][C:6]([CH2:9][OH:10])=[CH:7][N:8]=1.[CH3:11]I. (7) Given the product [Cl:8][C:6]1[CH:5]=[C:4]([S:9]([N:23]2[CH2:22][CH2:21][N:20]([C:26]([O:28][C:29]([CH3:32])([CH3:31])[CH3:30])=[O:27])[CH2:25][CH2:24]2)(=[O:11])=[O:12])[CH:3]=[C:2]([Cl:1])[CH:7]=1, predict the reactants needed to synthesize it. The reactants are: [Cl:1][C:2]1[CH:3]=[C:4]([S:9]([O-:12])(=[O:11])=O)[CH:5]=[C:6]([Cl:8])[CH:7]=1.C(N(CC)CC)C.[N:20]1([C:26]([O:28][C:29]([CH3:32])([CH3:31])[CH3:30])=[O:27])[CH2:25][CH2:24][NH:23][CH2:22][CH2:21]1. (8) Given the product [NH2:1][C:2]1[S:3][CH:4]=[C:5]([CH2:7][NH:8][C:9]2[N:10]=[C:11]([CH3:17])[N:12]=[C:13]([NH:19][NH2:20])[C:14]=2[F:15])[N:6]=1, predict the reactants needed to synthesize it. The reactants are: [NH2:1][C:2]1[S:3][CH:4]=[C:5]([CH2:7][NH:8][C:9]2[C:14]([F:15])=[C:13](Cl)[N:12]=[C:11]([CH3:17])[N:10]=2)[N:6]=1.O.[NH2:19][NH2:20]. (9) Given the product [CH2:37]([C:39]1[CH:40]=[CH:41][C:42]([C:45]2[S:46][C:47]([CH3:71])=[C:48]([C:67]([F:69])([F:68])[F:70])[C:49]=2[CH2:50][O:51][C:52]2[CH:57]=[CH:56][C:55]([CH2:58][CH2:59][C:60]([OH:62])=[O:61])=[C:54]([CH3:65])[C:53]=2[CH3:66])=[CH:43][CH:44]=1)[CH3:38], predict the reactants needed to synthesize it. The reactants are: C(C1C=CC(C2SC(C)=C(C(F)(F)F)C=2CO)=CC=1)C.OC1C=CC(CCC(OCC)=O)=C(C)C=1C.[CH2:37]([C:39]1[CH:44]=[CH:43][C:42]([C:45]2[S:46][C:47]([CH3:71])=[C:48]([C:67]([F:70])([F:69])[F:68])[C:49]=2[CH2:50][O:51][C:52]2[CH:57]=[CH:56][C:55]([CH2:58][CH2:59][C:60]([O:62]CC)=[O:61])=[C:54]([CH3:65])[C:53]=2[CH3:66])=[CH:41][CH:40]=1)[CH3:38]. (10) Given the product [Br:15][C:12]1[C:3]([O:2][CH3:1])=[CH:4][CH:5]=[C:6]2[C:11]=1[C:10]([C:13]#[N:14])=[CH:9][CH:8]=[CH:7]2.[Br:15][Br:16], predict the reactants needed to synthesize it. The reactants are: [CH3:1][O:2][C:3]1[CH:12]=[C:11]2[C:6]([CH:7]=[CH:8][CH:9]=[C:10]2[C:13]#[N:14])=[CH:5][CH:4]=1.[Br:15][Br:16].